Dataset: CYP1A2 inhibition data for predicting drug metabolism from PubChem BioAssay. Task: Regression/Classification. Given a drug SMILES string, predict its absorption, distribution, metabolism, or excretion properties. Task type varies by dataset: regression for continuous measurements (e.g., permeability, clearance, half-life) or binary classification for categorical outcomes (e.g., BBB penetration, CYP inhibition). Dataset: cyp1a2_veith. (1) The compound is COC(=O)c1ccc(NC(=O)C2CCCCC2C(=O)O)cc1. The result is 0 (non-inhibitor). (2) The result is 1 (inhibitor). The compound is O=S(=O)(Nc1ccc(Cc2ccncc2)cc1)c1cccs1. (3) The drug is Cn1cc(-c2nc3cnc(N4CCNCC4)nc3n(C3CC3)c2=O)c2ccccc21. The result is 1 (inhibitor). (4) The drug is Cc1ccc2c(c1)N(CCC(=O)NCc1cccnc1)C(=O)CO2. The result is 1 (inhibitor). (5) The drug is COc1ccc(CNC(=O)c2csc(Cc3ccc(Cl)cc3)n2)cc1. The result is 1 (inhibitor). (6) The compound is CN1CC[C@@]2(CCCN(C(=O)c3ccco3)C2)C1. The result is 0 (non-inhibitor). (7) The compound is O=c1c(-c2ccc(F)cc2)nc2cncnc2n1Cc1ccc(F)cc1. The result is 1 (inhibitor). (8) The compound is Cc1nc(SC2CC(=O)N(c3ccc([N+](=O)[O-])cc3)C2=O)nc2c1CCCC2. The result is 0 (non-inhibitor). (9) The molecule is O=C1NCCc2c1[nH]c1ccccc21. The result is 1 (inhibitor).